Predict the reactants needed to synthesize the given product. From a dataset of Full USPTO retrosynthesis dataset with 1.9M reactions from patents (1976-2016). (1) Given the product [CH3:12][S:13][C:14]1[CH:22]=[C:21]([C:23]([F:24])([F:26])[F:25])[CH:20]=[C:19]([C:27]([F:28])([F:29])[F:30])[C:15]=1[C:16]([NH:11][C@@H:7]1[CH2:8][CH2:9][CH2:10][C@@H:6]1[N:1]1[CH2:2][CH2:3][CH2:4][CH2:5]1)=[O:17], predict the reactants needed to synthesize it. The reactants are: [N:1]1([C@H:6]2[CH2:10][CH2:9][CH2:8][C@H:7]2[NH2:11])[CH2:5][CH2:4][CH2:3][CH2:2]1.[CH3:12][S:13][C:14]1[CH:22]=[C:21]([C:23]([F:26])([F:25])[F:24])[CH:20]=[C:19]([C:27]([F:30])([F:29])[F:28])[C:15]=1[C:16](O)=[O:17]. (2) Given the product [OH:1][C@@:2]1([C:9]#[C:10][C:11]2[N:19]=[C:18]3[C:14]([N:15]=[CH:16][N:17]3[CH2:35][C:33]3[S:32][C:31]([CH3:34])=[N:30][CH:29]=3)=[C:13]([NH:20][CH:21]([CH2:22][CH3:23])[CH2:24][CH3:25])[N:12]=2)[CH2:7][CH2:6][CH2:5][C@@H:4]([CH3:8])[CH2:3]1, predict the reactants needed to synthesize it. The reactants are: [OH:1][C@@:2]1([C:9]#[C:10][C:11]2[N:19]=[C:18]3[C:14]([NH:15][CH:16]=[N:17]3)=[C:13]([NH:20][CH:21]([CH2:24][CH3:25])[CH2:22][CH3:23])[N:12]=2)[CH2:7][CH2:6][CH2:5][C@@H:4]([CH3:8])[CH2:3]1.Cl.ClC[C:29]1[N:30]=[C:31]([CH3:34])[S:32][CH:33]=1.[CH3:35]N(C=O)C. (3) Given the product [N+:11]([C:6]1[CH:7]=[CH:8][CH:9]=[C:10]2[C:5]=1[CH:4]=[CH:3][N:2]=[CH:1]2)([O-:13])=[O:12], predict the reactants needed to synthesize it. The reactants are: [CH:1]1[C:10]2[C:5](=[CH:6][CH:7]=[CH:8][CH:9]=2)[CH:4]=[CH:3][N:2]=1.[N+:11]([O-])([O-:13])=[O:12].[K+].C(OCC)(=O)C.[NH4+].[OH-]. (4) The reactants are: [CH3:1][O:2][C:3]1[CH:8]=[CH:7][CH:6]=[CH:5][C:4]=1[C:9]1[N:14]=[C:13]([S:15][CH3:16])[N:12]=[C:11]([C:17]([OH:19])=O)[CH:10]=1.C([N:22](CC)CC)C.[Cl-].[NH4+].C1CN([P+](ON2N=NC3C=CC=CC2=3)(N2CCCC2)N2CCCC2)CC1.F[P-](F)(F)(F)(F)F. Given the product [CH3:1][O:2][C:3]1[CH:8]=[CH:7][CH:6]=[CH:5][C:4]=1[C:9]1[N:14]=[C:13]([S:15][CH3:16])[N:12]=[C:11]([C:17]([NH2:22])=[O:19])[CH:10]=1, predict the reactants needed to synthesize it. (5) Given the product [CH3:1][O:2][C:3]1[C:10]([C:11]([F:14])([F:13])[F:12])=[CH:9][C:6]([CH:7]=[O:19])=[CH:5][C:4]=1[C:15]([F:18])([F:17])[F:16], predict the reactants needed to synthesize it. The reactants are: [CH3:1][O:2][C:3]1[C:10]([C:11]([F:14])([F:13])[F:12])=[CH:9][C:6]([C:7]#N)=[CH:5][C:4]=1[C:15]([F:18])([F:17])[F:16].[OH2:19]. (6) The reactants are: C(O[C:6]([N:8]1[CH2:13][CH2:12][C:11](=[C:14]([Br:28])[C:15]2[CH:20]=[CH:19][C:18]([C:21](=[O:27])[N:22]([CH2:25][CH3:26])[CH2:23][CH3:24])=[CH:17][CH:16]=2)[CH2:10][CH2:9]1)=O)(C)(C)C.C(O)(C(F)(F)F)=O.[CH:36](=O)[CH2:37][CH2:38]C.[BH-](OC(C)=O)(OC(C)=O)OC(C)=O.[Na+]. Given the product [Br:28][C:14](=[C:11]1[CH2:12][CH2:13][N:8]([CH2:6][CH2:36][CH2:37][CH3:38])[CH2:9][CH2:10]1)[C:15]1[CH:16]=[CH:17][C:18]([C:21]([N:22]([CH2:23][CH3:24])[CH2:25][CH3:26])=[O:27])=[CH:19][CH:20]=1, predict the reactants needed to synthesize it. (7) Given the product [Cl:15][C:12]1[CH:13]=[CH:14][C:9]([O:8][CH2:7][C:6]([OH:5])=[O:18])=[C:10]([C:16]#[C:17][C:21]2[CH:22]=[C:23]([S:26]([CH3:29])(=[O:27])=[O:28])[CH:24]=[CH:25][C:20]=2[F:19])[CH:11]=1, predict the reactants needed to synthesize it. The reactants are: C([O:5][C:6](=[O:18])[CH2:7][O:8][C:9]1[CH:14]=[CH:13][C:12]([Cl:15])=[CH:11][C:10]=1[C:16]#[CH:17])(C)(C)C.[F:19][C:20]1[CH:25]=[CH:24][C:23]([S:26]([CH3:29])(=[O:28])=[O:27])=[CH:22][C:21]=1I.C(N(CC)CC)C.